From a dataset of Reaction yield outcomes from USPTO patents with 853,638 reactions. Predict the reaction yield, written as a fraction of the theoretical maximum amount of product (1.0 means a 100% yield; for example, 0.34 means a 34% yield). The reactants are [C:1](Cl)(=[O:6])[C:2]([CH3:5])([CH3:4])[CH3:3].[Br:8][C:9]1[CH:10]=[CH:11][C:12]([NH2:15])=[N:13][CH:14]=1.O. The catalyst is C(Cl)Cl.CCN(CC)CC. The product is [Br:8][C:9]1[CH:10]=[CH:11][C:12]([NH:15][C:1](=[O:6])[C:2]([CH3:5])([CH3:4])[CH3:3])=[N:13][CH:14]=1. The yield is 0.870.